Regression. Given two drug SMILES strings and cell line genomic features, predict the synergy score measuring deviation from expected non-interaction effect. From a dataset of NCI-60 drug combinations with 297,098 pairs across 59 cell lines. (1) Drug 1: C1=CN(C(=O)N=C1N)C2C(C(C(O2)CO)O)O.Cl. Drug 2: COCCOC1=C(C=C2C(=C1)C(=NC=N2)NC3=CC=CC(=C3)C#C)OCCOC.Cl. Cell line: CCRF-CEM. Synergy scores: CSS=62.0, Synergy_ZIP=-1.48, Synergy_Bliss=-3.44, Synergy_Loewe=-19.6, Synergy_HSA=-3.65. (2) Synergy scores: CSS=60.2, Synergy_ZIP=18.9, Synergy_Bliss=20.4, Synergy_Loewe=10.0, Synergy_HSA=20.7. Drug 1: CC1C(C(CC(O1)OC2CC(OC(C2O)C)OC3=CC4=CC5=C(C(=O)C(C(C5)C(C(=O)C(C(C)O)O)OC)OC6CC(C(C(O6)C)O)OC7CC(C(C(O7)C)O)OC8CC(C(C(O8)C)O)(C)O)C(=C4C(=C3C)O)O)O)O. Cell line: SK-MEL-5. Drug 2: CC1C(C(CC(O1)OC2CC(CC3=C2C(=C4C(=C3O)C(=O)C5=CC=CC=C5C4=O)O)(C(=O)C)O)N)O. (3) Drug 1: C1CN1P(=S)(N2CC2)N3CC3. Drug 2: N.N.Cl[Pt+2]Cl. Cell line: SK-MEL-5. Synergy scores: CSS=62.1, Synergy_ZIP=-0.308, Synergy_Bliss=-0.688, Synergy_Loewe=-5.43, Synergy_HSA=1.87. (4) Synergy scores: CSS=40.3, Synergy_ZIP=-1.78, Synergy_Bliss=-3.73, Synergy_Loewe=1.66, Synergy_HSA=0.212. Drug 2: CC1CCC2CC(C(=CC=CC=CC(CC(C(=O)C(C(C(=CC(C(=O)CC(OC(=O)C3CCCCN3C(=O)C(=O)C1(O2)O)C(C)CC4CCC(C(C4)OC)OCCO)C)C)O)OC)C)C)C)OC. Drug 1: CC1OCC2C(O1)C(C(C(O2)OC3C4COC(=O)C4C(C5=CC6=C(C=C35)OCO6)C7=CC(=C(C(=C7)OC)O)OC)O)O. Cell line: NCI-H460. (5) Drug 1: CC(C1=C(C=CC(=C1Cl)F)Cl)OC2=C(N=CC(=C2)C3=CN(N=C3)C4CCNCC4)N. Drug 2: C1CN(P(=O)(OC1)NCCCl)CCCl. Cell line: OVCAR-4. Synergy scores: CSS=-3.54, Synergy_ZIP=0.0254, Synergy_Bliss=-4.49, Synergy_Loewe=-5.13, Synergy_HSA=-5.49.